From a dataset of Reaction yield outcomes from USPTO patents with 853,638 reactions. Predict the reaction yield, written as a fraction of the theoretical maximum amount of product (1.0 means a 100% yield; for example, 0.34 means a 34% yield). (1) The reactants are [CH:1]1([C:4]([C:6]2[CH:11]=[CH:10][C:9]([C:12]([CH3:20])(C)[C:13](N(C)OC)=O)=[CH:8][CH:7]=2)=[O:5])[CH2:3][CH2:2]1.[BrH:21].[C:22](=[O:25])([O-])[OH:23].[Na+]. The catalyst is O. The product is [Br:21][CH2:3][CH2:2][CH2:1][C:4]([C:6]1[CH:11]=[CH:10][C:9]([C:12]([CH3:20])([CH3:13])[C:22]([OH:23])=[O:25])=[CH:8][CH:7]=1)=[O:5]. The yield is 0.950. (2) The reactants are [C:1]([C:5]([C:7]1[S:11][C:10]([NH2:12])=[N:9][C:8]=1[C:13]1[O:14][CH:15]=[CH:16][CH:17]=1)=[O:6])([CH3:4])([CH3:3])[CH3:2].[C:18](O)(=[O:25])[C:19]1[CH:24]=[CH:23][N:22]=[CH:21][CH:20]=1.CCN=C=NCCCN(C)C.Cl.O.ON1C2C=CC=CC=2N=N1. The catalyst is CN(C=O)C. The product is [O:14]1[CH:15]=[CH:16][CH:17]=[C:13]1[C:8]1[N:9]=[C:10]([NH:12][C:18]([C:19]2[CH:24]=[CH:23][N:22]=[CH:21][CH:20]=2)=[O:25])[S:11][C:7]=1[C:5](=[O:6])[C:1]([CH3:4])([CH3:2])[CH3:3]. The yield is 0.790. (3) The reactants are [OH:1][CH2:2][C:3]12[CH2:8][CH:6]([CH2:7]1)[CH2:5][N:4]2[C:9]([O:11][CH2:12][C:13]1[CH:18]=[CH:17][CH:16]=[CH:15][CH:14]=1)=[O:10]. The product is [CH:2]([C:3]12[CH2:7][CH:6]([CH2:8]1)[CH2:5][N:4]2[C:9]([O:11][CH2:12][C:13]1[CH:18]=[CH:17][CH:16]=[CH:15][CH:14]=1)=[O:10])=[O:1]. The yield is 0.674. The catalyst is C(Cl)Cl.CN(C1C=CN=CC=1)C. (4) The reactants are [N:1]1[CH:6]=[CH:5][CH:4]=[C:3]([OH:7])[CH:2]=1.C([O-])([O-])=O.[K+].[K+].Br[CH2:15][C:16]#[N:17]. The catalyst is CC#N. The product is [N:1]1[CH:6]=[CH:5][CH:4]=[C:3]([O:7][CH2:15][C:16]#[N:17])[CH:2]=1. The yield is 0.160. (5) The reactants are [Br:1][C:2]1[CH:3]=[C:4]([C:9]2[C:13]([C:14](OCC)=[O:15])=[CH:12][O:11][N:10]=2)[CH:5]=[CH:6][C:7]=1[F:8].[H-].C([Al+]CC(C)C)C(C)C.Cl. The catalyst is O1CCCC1. The product is [Br:1][C:2]1[CH:3]=[C:4]([C:9]2[C:13]([CH2:14][OH:15])=[CH:12][O:11][N:10]=2)[CH:5]=[CH:6][C:7]=1[F:8]. The yield is 0.960. (6) The reactants are [C@H:1]12[CH2:7][C@H:4]([NH:5][CH2:6]1)[CH2:3][N:2]2[C:8]([O:10][C:11]([CH3:14])([CH3:13])[CH3:12])=[O:9].Br[C:16]1[CH:17]=[N:18][CH:19]=[N:20][CH:21]=1. No catalyst specified. The product is [N:18]1[CH:17]=[C:16]([N:5]2[CH2:6][C@@H:1]3[CH2:7][C@H:4]2[CH2:3][N:2]3[C:8]([O:10][C:11]([CH3:14])([CH3:13])[CH3:12])=[O:9])[CH:21]=[N:20][CH:19]=1. The yield is 0.990. (7) The reactants are [F:1][C:2]1[CH:7]=[C:6](I)[CH:5]=[CH:4][C:3]=1[N:9]1[CH:14]=[C:13]([O:15][CH3:16])[C:12](=[O:17])[C:11]([C:18]2[N:22]([C:23]3[CH:28]=[CH:27][CH:26]=[CH:25][CH:24]=3)[N:21]=[CH:20][CH:19]=2)=[N:10]1.[NH:29]1[CH2:34][CH2:33][O:32][CH2:31][CH2:30]1.CC1(C)C2C(=C(P(C3C=CC=CC=3)C3C=CC=CC=3)C=CC=2)OC2C(P(C3C=CC=CC=3)C3C=CC=CC=3)=CC=CC1=2.CC([O-])(C)C.[Na+]. The catalyst is O1CCOCC1.C1C=CC(/C=C/C(/C=C/C2C=CC=CC=2)=O)=CC=1.C1C=CC(/C=C/C(/C=C/C2C=CC=CC=2)=O)=CC=1.C1C=CC(/C=C/C(/C=C/C2C=CC=CC=2)=O)=CC=1.[Pd].[Pd].O. The product is [F:1][C:2]1[CH:7]=[C:6]([N:29]2[CH2:34][CH2:33][O:32][CH2:31][CH2:30]2)[CH:5]=[CH:4][C:3]=1[N:9]1[CH:14]=[C:13]([O:15][CH3:16])[C:12](=[O:17])[C:11]([C:18]2[N:22]([C:23]3[CH:28]=[CH:27][CH:26]=[CH:25][CH:24]=3)[N:21]=[CH:20][CH:19]=2)=[N:10]1. The yield is 0.660. (8) The product is [CH2:9]([O:8][C:6]1[CH:7]=[C:2]2[C:3]([C:18](=[O:20])[CH:19]=[CH:24][NH:1]2)=[CH:4][C:5]=1[O:16][CH3:17])[C:10]1[CH:15]=[CH:14][CH:13]=[CH:12][CH:11]=1. The catalyst is O1CCCC1.O. The reactants are [NH2:1][C:2]1[CH:7]=[C:6]([O:8][CH2:9][C:10]2[CH:15]=[CH:14][CH:13]=[CH:12][CH:11]=2)[C:5]([O:16][CH3:17])=[CH:4][C:3]=1[C:18](=[O:20])[CH3:19].C[O-].[Na+].[CH:24](OCC)=O.S(=O)(=O)(O)O. The yield is 0.660. (9) The reactants are [CH3:1][O:2][C:3]1[CH:12]=[C:11]([O:13][CH3:14])[C:10]2[C:5](=[CH:6][CH:7]=[CH:8][CH:9]=2)[N:4]=1.[Li]CCCC.Cl[C:21]([O:23][CH2:24][CH3:25])=[O:22].O. The catalyst is C1COCC1. The product is [CH3:1][O:2][C:3]1[C:12]([C:21]([O:23][CH2:24][CH3:25])=[O:22])=[C:11]([O:13][CH3:14])[C:10]2[C:5](=[CH:6][CH:7]=[CH:8][CH:9]=2)[N:4]=1. The yield is 0.600. (10) The yield is 0.340. The reactants are Cl[CH2:2][CH2:3][CH2:4][N:5]1[C:14]2[C:9](=[CH:10][C:11]([CH3:16])=[C:12]([F:15])[CH:13]=2)[CH2:8][CH2:7][C:6]1=[O:17].[CH2:18]([CH:22]1[CH2:27][CH2:26][NH:25][CH2:24][CH2:23]1)[CH2:19][CH2:20][CH3:21].[Na+].[I-].C([O-])([O-])=O.[K+].[K+]. The product is [CH2:18]([CH:22]1[CH2:27][CH2:26][N:25]([CH2:2][CH2:3][CH2:4][N:5]2[C:14]3[C:9](=[CH:10][C:11]([CH3:16])=[C:12]([F:15])[CH:13]=3)[CH2:8][CH2:7][C:6]2=[O:17])[CH2:24][CH2:23]1)[CH2:19][CH2:20][CH3:21]. The catalyst is CC#N.